This data is from Full USPTO retrosynthesis dataset with 1.9M reactions from patents (1976-2016). The task is: Predict the reactants needed to synthesize the given product. (1) Given the product [CH2:26]([S:31]([NH:34][C:49](=[O:50])[O:25][CH2:24][C:14]1[CH:15]=[CH:16][C:17]([O:19][CH2:20][CH2:21][O:22][CH3:23])=[CH:18][C:13]=1[O:12][C:3]1[C:2]([Cl:1])=[CH:7][C:6]([C:8]([F:9])([F:11])[F:10])=[CH:5][N:4]=1)(=[O:33])=[O:32])[CH2:27][CH2:28][CH2:29][CH3:30], predict the reactants needed to synthesize it. The reactants are: [Cl:1][C:2]1[C:3]([O:12][C:13]2[CH:18]=[C:17]([O:19][CH2:20][CH2:21][O:22][CH3:23])[CH:16]=[CH:15][C:14]=2[CH2:24][OH:25])=[N:4][CH:5]=[C:6]([C:8]([F:11])([F:10])[F:9])[CH:7]=1.[CH2:26]([S:31]([NH2:34])(=[O:33])=[O:32])[CH2:27][CH2:28][CH2:29][CH3:30].N12CCCN=C1CCCCC2.Cl.CN(C)[CH:49]=[O:50]. (2) Given the product [NH2:30][C:26]1[N:27]=[CH:28][N:29]=[C:24]([NH:1][C@H:2]([C:5]2[N:14]([C:15]3[CH:16]=[CH:17][CH:18]=[CH:19][CH:20]=3)[C:13](=[O:21])[C:12]3[C:7](=[CH:8][CH:9]=[CH:10][C:11]=3[F:22])[N:6]=2)[CH2:3][CH3:4])[C:25]=1[C:31]1[O:35][N:34]=[C:33]([CH3:36])[N:32]=1, predict the reactants needed to synthesize it. The reactants are: [NH2:1][C@H:2]([C:5]1[N:14]([C:15]2[CH:20]=[CH:19][CH:18]=[CH:17][CH:16]=2)[C:13](=[O:21])[C:12]2[C:7](=[CH:8][CH:9]=[CH:10][C:11]=2[F:22])[N:6]=1)[CH2:3][CH3:4].Cl[C:24]1[N:29]=[CH:28][N:27]=[C:26]([NH2:30])[C:25]=1[C:31]1[O:35][N:34]=[C:33]([CH3:36])[N:32]=1.CCN(C(C)C)C(C)C.CCOC(C)=O. (3) The reactants are: [C:1]([O:5][C:6](=[O:27])[NH:7][C@@H:8]1[C@@H:13]([OH:14])[C@H:12]([CH2:15][C:16]2[CH:21]=[C:20]([F:22])[C:19]([N+:23]([O-:25])=[O:24])=[C:18]([F:26])[CH:17]=2)[CH2:11][S:10][CH2:9]1)([CH3:4])([CH3:3])[CH3:2].[OH:28]OS([O-])=O.[K+].S(S([O-])=O)([O-])(=O)=O.[Na+].[Na+]. Given the product [C:1]([O:5][C:6](=[O:27])[NH:7][C@@H:8]1[C@@H:13]([OH:14])[C@H:12]([CH2:15][C:16]2[CH:17]=[C:18]([F:26])[C:19]([N+:23]([O-:25])=[O:24])=[C:20]([F:22])[CH:21]=2)[CH2:11][S@:10](=[O:28])[CH2:9]1)([CH3:4])([CH3:2])[CH3:3], predict the reactants needed to synthesize it. (4) The reactants are: [NH2:1][C:2]1[CH:3]=[C:4]([CH:23]=[CH:24][CH:25]=1)[O:5][C:6]1[CH:20]=[CH:19][C:9]2[N:10]=[C:11]([NH:13][C:14]([CH:16]3[CH2:18][CH2:17]3)=[O:15])[S:12][C:8]=2[C:7]=1[C:21]#[N:22].[N:26]([C:29]1[CH:34]=[CH:33][C:32]([C:35]([F:38])([F:37])[F:36])=[CH:31][CH:30]=1)=[C:27]=[O:28]. Given the product [C:21]([C:7]1[C:8]2[S:12][C:11]([NH:13][C:14]([CH:16]3[CH2:18][CH2:17]3)=[O:15])=[N:10][C:9]=2[CH:19]=[CH:20][C:6]=1[O:5][C:4]1[CH:23]=[CH:24][CH:25]=[C:2]([NH:1][C:27](=[O:28])[NH:26][C:29]2[CH:34]=[CH:33][C:32]([C:35]([F:36])([F:38])[F:37])=[CH:31][CH:30]=2)[CH:3]=1)#[N:22], predict the reactants needed to synthesize it. (5) Given the product [OH:38][CH:37]1[CH2:46][CH2:44][N:43]([C:40]2[N:49]=[CH:54][C:53]([NH:52][C:2]3[N:18]=[C:5]4[CH:6]=[CH:7][CH:8]=[C:9]([CH2:10][N:11]5[CH2:16][CH2:15][NH:14][C:13](=[O:17])[CH2:12]5)[N:4]4[N:3]=3)=[CH:19][CH:42]=2)[CH2:47][CH2:48]1, predict the reactants needed to synthesize it. The reactants are: Br[C:2]1[N:18]=[C:5]2[CH:6]=[CH:7][CH:8]=[C:9]([CH2:10][N:11]3[CH2:16][CH2:15][NH:14][C:13](=[O:17])[CH2:12]3)[N:4]2[N:3]=1.[CH3:19]S(OS(C)(=O)=O)(=O)=O.BrC1N=C2C=CC=C([CH2:37][OH:38])N2N=1.[CH:40]([N:43]([CH2:47][CH3:48])[CH:44]([CH3:46])C)([CH3:42])C.[NH:49]1[CH2:54][CH2:53][NH:52]CC1=O. (6) Given the product [F:35][C:2]1[N:3]=[CH:4][C:5]([C:8]2[CH:13]=[CH:12][CH:11]=[CH:10][C:9]=2[C:14]([N:16]2[C@H:17]3[CH2:23][C@H:20]([CH2:19][C@H:18]3[O:24][C:25]3[CH:30]=[CH:29][C:28]([C:31]([F:34])([F:33])[F:32])=[CH:27][N:26]=3)[C@H:21]2[CH3:22])=[O:15])=[N:6][CH:7]=1, predict the reactants needed to synthesize it. The reactants are: Cl[C:2]1[N:3]=[CH:4][C:5]([C:8]2[CH:13]=[CH:12][CH:11]=[CH:10][C:9]=2[C:14]([N:16]2[C@H:21]([CH3:22])[C@@H:20]3[CH2:23][C@H:17]2[C@H:18]([O:24][C:25]2[CH:30]=[CH:29][C:28]([C:31]([F:34])([F:33])[F:32])=[CH:27][N:26]=2)[CH2:19]3)=[O:15])=[N:6][CH:7]=1.[F-:35].[Cs+].